Dataset: Drug-target binding data from BindingDB using Ki measurements. Task: Regression. Given a target protein amino acid sequence and a drug SMILES string, predict the binding affinity score between them. We predict pKi (pKi = -log10(Ki in M); higher means stronger inhibition). Dataset: bindingdb_ki. The small molecule is COc1ccc(OC[C@H]2CN(C)CC[C@@H]2c2ccccc2)cc1. The target protein (P32120) has sequence MGEKPGTRVFKKSSPNCKLTVYLGKRDFVDHLDKVDPVDGVVLVDPDYLKDRKVFVTLTCAFRYGREDLDVLGLSFRKDLFIANYQAFPPTPNPPRPPTRLQERLLRKLGQHAHPFFFTIPQNLPCSVTLQPGPEDTGKACGVDFEIRAFCAKSLEEKSHKRNSVRLVIRKVQFAPEKPGPQPSAETTRHFLMSDRSLHLEASLDKELYYHGEPLNVNVHVTNNSTKTVKKIKVSVRQYADICLFSTAQYKCPVAQVEQDDQVSPSSTFCKVYTITPLLSNNREKRGLALDGKLKHEDTNLASSTIVKEGANKEVLGILVSYRVKVKLVVSRGGDVSVELPFVLMHPKPHDHIALPRPQSAATHPPTLLPSAVPETDAPVDTNLIEFETNYATDDDIVFEDFARLRLKGLKDEDYDDQFC. The pKi is 5.7.